This data is from Reaction yield outcomes from USPTO patents with 853,638 reactions. The task is: Predict the reaction yield, written as a fraction of the theoretical maximum amount of product (1.0 means a 100% yield; for example, 0.34 means a 34% yield). (1) The reactants are COC1C2C(C3C=CC=CC=3)=C(C3C=CC(C4(N)CCC4)=CC=3)OC=2N=C(N2CCOCC2)N=1.[CH3:35][O:36][C:37]1[C:38]2[C:55]([C:56]3[CH:61]=[CH:60][CH:59]=[CH:58][CH:57]=3)=[C:54]([C:62]3[CH:67]=[CH:66][C:65]([C:68]4([NH:72]C(=O)OC(C)(C)C)[CH2:71][CH2:70][CH2:69]4)=[CH:64][CH:63]=3)[O:53][C:39]=2[N:40]=[C:41]([NH:43][CH2:44][CH2:45][N:46]2[CH2:51][CH2:50][N:49]([CH3:52])[CH2:48][CH2:47]2)[N:42]=1. No catalyst specified. The product is [NH2:72][C:68]1([C:65]2[CH:66]=[CH:67][C:62]([C:54]3[O:53][C:39]4[N:40]=[C:41]([NH:43][CH2:44][CH2:45][N:46]5[CH2:51][CH2:50][N:49]([CH3:52])[CH2:48][CH2:47]5)[N:42]=[C:37]([O:36][CH3:35])[C:38]=4[C:55]=3[C:56]3[CH:57]=[CH:58][CH:59]=[CH:60][CH:61]=3)=[CH:63][CH:64]=2)[CH2:69][CH2:70][CH2:71]1. The yield is 0.300. (2) The reactants are [C:1](#[N:3])[CH3:2].C([Li])CCC.Br[C:10]1[CH:15]=[CH:14][C:13]([CH3:16])=[CH:12][N:11]=1. The catalyst is C1COCC1. The product is [CH3:16][C:13]1[CH:14]=[CH:15][C:10]([CH2:2][C:1]#[N:3])=[N:11][CH:12]=1. The yield is 0.800. (3) The reactants are [C:1]([C:3]([C:6]1[CH:7]=[C:8]([CH:12]=[CH:13][CH:14]=1)[C:9]([OH:11])=O)([CH3:5])[CH3:4])#[N:2].C(Cl)(=O)C(Cl)=O.O1CCCC1.[NH2:26][C:27]1[C:28]([F:50])=[CH:29][C:30]([Cl:49])=[C:31]([CH:48]=1)[O:32][C:33]1[CH:34]=[CH:35][C:36]2[N:37]([CH:39]=[C:40]([NH:42][C:43]([CH:45]3[CH2:47][CH2:46]3)=[O:44])[N:41]=2)[N:38]=1. The catalyst is CN(C)C=O.CN1CCCC1=O. The product is [Cl:49][C:30]1[C:31]([O:32][C:33]2[CH:34]=[CH:35][C:36]3[N:37]([CH:39]=[C:40]([NH:42][C:43]([CH:45]4[CH2:46][CH2:47]4)=[O:44])[N:41]=3)[N:38]=2)=[CH:48][C:27]([NH:26][C:9](=[O:11])[C:8]2[CH:12]=[CH:13][CH:14]=[C:6]([C:3]([C:1]#[N:2])([CH3:4])[CH3:5])[CH:7]=2)=[C:28]([F:50])[CH:29]=1. The yield is 0.700. (4) The reactants are [H-].[K+].[N:3]1[C:12]2[C:7](=[CH:8][CH:9]=[CH:10][C:11]=2[CH:13]2[C:21]3[C:16](=[CH:17][CH:18]=[CH:19][CH:20]=3)[CH:15]=[CH:14]2)[CH:6]=[CH:5][CH:4]=1.[Cl-:22].[Cr+3:23].[Cl-].[Cl-]. The catalyst is C1COCC1. The product is [Cl-:22].[Cl-:22].[N:3]1[C:12]2[C:7](=[CH:8][CH:9]=[CH:10][C:11]=2[CH:13]2[C:21]3[C:16](=[CH:17][CH:18]=[CH:19][CH:20]=3)[CH:15]=[C:14]2[Cr+2:23])[CH:6]=[CH:5][CH:4]=1. The yield is 0.500. (5) The reactants are CC(OI1(OC(C)=O)(OC(C)=O)OC(=O)C2C=CC=CC1=2)=O.[F:23][C:24]1[C:25](=[O:40])[NH:26][C:27]2[C:32]([CH:33]=1)=[CH:31][CH:30]=[C:29]([O:34][CH2:35][CH2:36][CH2:37][CH2:38]O)[N:28]=2.[O-]S([O-])(=S)=O.[Na+].[Na+].Cl.[C:49]1([N:59]2[CH2:64][CH2:63][NH:62][CH2:61][CH2:60]2)[C:58]2[C:53](=[CH:54][CH:55]=[CH:56][CH:57]=2)[CH:52]=[CH:51][CH:50]=1.CCN(CC)CC.[BH-](OC(C)=O)(OC(C)=O)OC(C)=O.[Na+]. The catalyst is C(Cl)Cl.C1COCC1.CCOCC.ClCCCl.CS(C)=O. The product is [F:23][C:24]1[C:25](=[O:40])[NH:26][C:27]2[C:32]([CH:33]=1)=[CH:31][CH:30]=[C:29]([O:34][CH2:35][CH2:36][CH2:37][CH2:38][N:62]1[CH2:61][CH2:60][N:59]([C:49]3[C:58]4[C:53](=[CH:54][CH:55]=[CH:56][CH:57]=4)[CH:52]=[CH:51][CH:50]=3)[CH2:64][CH2:63]1)[N:28]=2. The yield is 0.620. (6) The reactants are Br[C:2]1[CH:3]=[C:4]([CH3:15])[C:5]([N:10]2[CH:14]=[N:13][CH:12]=[N:11]2)=[C:6]([CH:9]=1)[C:7]#[N:8].C(=O)([O-])[O-].[K+].[K+].[C:22]1(P(C2C=CC=CC=2)C2C=CC=CC=2)C=CC=C[CH:23]=1. The catalyst is C1(C)C=CC=CC=1. The product is [CH3:15][C:4]1[C:5]([N:10]2[CH:14]=[N:13][CH:12]=[N:11]2)=[C:6]([CH:9]=[C:2]([CH:22]=[CH2:23])[CH:3]=1)[C:7]#[N:8]. The yield is 0.520. (7) The reactants are [CH:1]1([N:4]2[C:13]3[C:8](=[CH:9][C:10]([F:15])=[C:11](F)[CH:12]=3)[C:7](=[O:16])[C:6]([C:17]([OH:19])=[O:18])=[CH:5]2)[CH2:3][CH2:2]1.[CH2:20]([N:22]1[CH2:27][CH2:26][NH:25][CH2:24][CH:23]1[CH3:28])[CH3:21]. No catalyst specified. The product is [CH:1]1([N:4]2[C:13]3[C:8](=[CH:9][C:10]([F:15])=[C:11]([N:25]4[CH2:26][CH2:27][N:22]([CH2:20][CH3:21])[CH:23]([CH3:28])[CH2:24]4)[CH:12]=3)[C:7](=[O:16])[C:6]([C:17]([OH:19])=[O:18])=[CH:5]2)[CH2:3][CH2:2]1. The yield is 0.510. (8) The reactants are [NH2:1][C:2]1[CH:11]=[CH:10][C:5]2[NH:6][C:7](=[O:9])[NH:8][C:4]=2[CH:3]=1.[Cl:12][C:13]1[N:18]=[C:17](Cl)[C:16]([F:20])=[CH:15][N:14]=1.CO. The catalyst is O. The product is [Cl:12][C:13]1[N:18]=[C:17]([NH:1][C:2]2[CH:11]=[CH:10][C:5]3[NH:6][C:7](=[O:9])[NH:8][C:4]=3[CH:3]=2)[C:16]([F:20])=[CH:15][N:14]=1. The yield is 0.700. (9) The reactants are [OH:1][CH:2]1[CH2:7][CH2:6][N:5]([CH2:8][C:9]2[CH:14]=[CH:13][CH:12]=[CH:11][CH:10]=2)[CH2:4][CH2:3]1.[H-].[Na+].[CH3:17][C:18]1[NH:19][C:20]([CH3:40])=[CH:21][C:22]=1[C:23]1[CH:28]=[CH:27][CH:26]=[C:25]([C:29]2[C:38]3[C:33](=[CH:34][CH:35]=[CH:36][CH:37]=3)[C:32](F)=[CH:31][CH:30]=2)[N:24]=1.O. The catalyst is CN(C)C=O. The product is [CH3:17][C:18]1[NH:19][C:20]([CH3:40])=[CH:21][C:22]=1[C:23]1[CH:28]=[CH:27][CH:26]=[C:25]([C:29]2[C:38]3[C:33](=[CH:34][CH:35]=[CH:36][CH:37]=3)[C:32]([O:1][CH:2]3[CH2:7][CH2:6][N:5]([CH2:8][C:9]4[CH:14]=[CH:13][CH:12]=[CH:11][CH:10]=4)[CH2:4][CH2:3]3)=[CH:31][CH:30]=2)[N:24]=1. The yield is 0.540. (10) The reactants are [CH2:1]([C:5]1[N:10]2[N:11]=[CH:12][N:13]=[C:9]2[NH:8][C:7](=[O:14])[C:6]=1[CH2:15][C:16]1[C:21]([F:22])=[CH:20][C:19]([C:23]2[C:24]([C:29]#[N:30])=[CH:25][CH:26]=[CH:27][CH:28]=2)=[CH:18][C:17]=1[F:31])[CH2:2][CH2:3][CH3:4].Cl[CH2:33][O:34][CH3:35].C(=O)([O-])[O-].[K+].[K+].CN(C)C=O. The catalyst is C(OCC)(=O)C. The product is [CH2:1]([C:5]1[N:10]2[N:11]=[CH:12][N:13]=[C:9]2[N:8]([CH2:33][O:34][CH3:35])[C:7](=[O:14])[C:6]=1[CH2:15][C:16]1[C:21]([F:22])=[CH:20][C:19]([C:23]2[C:24]([C:29]#[N:30])=[CH:25][CH:26]=[CH:27][CH:28]=2)=[CH:18][C:17]=1[F:31])[CH2:2][CH2:3][CH3:4]. The yield is 0.790.